From a dataset of Forward reaction prediction with 1.9M reactions from USPTO patents (1976-2016). Predict the product of the given reaction. (1) Given the reactants [O:1]1[C:3]2([CH2:8][CH2:7][N:6]([C:9]([O:11][C:12]([CH3:15])([CH3:14])[CH3:13])=[O:10])[CH2:5][CH2:4]2)[CH2:2]1.[CH3:16][C:17]1([CH3:29])[C:21]([CH3:23])([CH3:22])[O:20][B:19]([C:24]2[CH:25]=[N:26][NH:27][CH:28]=2)[O:18]1.[H-].[Na+], predict the reaction product. The product is: [OH:1][C:3]1([CH2:2][N:27]2[CH:28]=[C:24]([B:19]3[O:18][C:17]([CH3:29])([CH3:16])[C:21]([CH3:23])([CH3:22])[O:20]3)[CH:25]=[N:26]2)[CH2:8][CH2:7][N:6]([C:9]([O:11][C:12]([CH3:15])([CH3:14])[CH3:13])=[O:10])[CH2:5][CH2:4]1. (2) Given the reactants [F:1][C:2]1[CH:39]=[CH:38][CH:37]=[C:36]([F:40])[C:3]=1[CH2:4][O:5][C:6]1[C:7]2[N:8]([C:12]([C:16]([NH:18][CH:19]3[C:28]4[C:23](=[CH:24][CH:25]=[CH:26][CH:27]=4)[N:22](C(OC(C)(C)C)=O)[CH2:21][CH2:20]3)=[O:17])=[C:13]([CH3:15])[N:14]=2)[CH:9]=[CH:10][CH:11]=1.Cl, predict the reaction product. The product is: [F:1][C:2]1[CH:39]=[CH:38][CH:37]=[C:36]([F:40])[C:3]=1[CH2:4][O:5][C:6]1[C:7]2[N:8]([C:12]([C:16]([NH:18][CH:19]3[C:28]4[C:23](=[CH:24][CH:25]=[CH:26][CH:27]=4)[NH:22][CH2:21][CH2:20]3)=[O:17])=[C:13]([CH3:15])[N:14]=2)[CH:9]=[CH:10][CH:11]=1. (3) Given the reactants [NH2:1][C:2]1[C:11]2[N:12]=[CH:13][N:14]([CH2:15][C:16]([CH3:22])([CH3:21])[CH2:17][C:18](=O)[CH3:19])[C:10]=2[C:9]2[CH:8]=[CH:7][CH:6]=[CH:5][C:4]=2[N:3]=1.Cl.[CH3:24][O:25][NH2:26], predict the reaction product. The product is: [CH3:24][O:25][N:26]=[C:18]([CH2:17][C:16]([CH3:22])([CH3:21])[CH2:15][N:14]1[C:10]2[C:9]3[CH:8]=[CH:7][CH:6]=[CH:5][C:4]=3[N:3]=[C:2]([NH2:1])[C:11]=2[N:12]=[CH:13]1)[CH3:19]. (4) The product is: [Br:14][C:7]1[N:8]=[C:3]([C:2]([F:11])([F:10])[F:1])[CH:4]=[CH:5][N:6]=1. Given the reactants [F:1][C:2]([F:11])([F:10])[C:3]1[NH:8][CH:7](O)[N:6]=[CH:5][CH:4]=1.P(Br)(Br)([Br:14])=O.CN(C)C1C=CC=CC=1, predict the reaction product. (5) Given the reactants [Br:1][C:2]1[CH:3]=[N:4][CH:5]=[C:6]([C:8]#[C:9][Si](C)(C)C)[CH:7]=1.[C:14](Cl)(=[O:19])[C:15]([CH3:18])([CH3:17])[CH3:16], predict the reaction product. The product is: [Br:1][C:2]1[CH:7]=[C:6]([C:8]#[C:9][C:14](=[O:19])[C:15]([CH3:18])([CH3:17])[CH3:16])[CH:5]=[N:4][CH:3]=1. (6) Given the reactants [CH2:1]([S:3][C:4]1[CH:9]=[CH:8][C:7]([C:10]([F:13])([F:12])[F:11])=[CH:6][C:5]=1[NH:14][NH2:15])[CH3:2].[Cl:16][C:17]1[CH:18]=[C:19]([CH:23]=[C:24]([C:26]([F:29])([F:28])[F:27])[CH:25]=1)[C:20](O)=[O:21], predict the reaction product. The product is: [Cl:16][C:17]1[CH:18]=[C:19]([CH:23]=[C:24]([C:26]([F:27])([F:28])[F:29])[CH:25]=1)[C:20]([NH:15][NH:14][C:5]1[CH:6]=[C:7]([C:10]([F:12])([F:13])[F:11])[CH:8]=[CH:9][C:4]=1[S:3][CH2:1][CH3:2])=[O:21]. (7) Given the reactants [H-].[H-].[H-].[H-].[Li+].[Al+3].[CH:7]1([CH2:13][CH2:14][CH2:15][CH2:16][C:17](O)=[O:18])[CH2:12][CH2:11][CH2:10][CH2:9][CH2:8]1.O.[OH-].[K+], predict the reaction product. The product is: [CH:7]1([CH2:13][CH2:14][CH2:15][CH2:16][CH2:17][OH:18])[CH2:12][CH2:11][CH2:10][CH2:9][CH2:8]1.